Dataset: NCI-60 drug combinations with 297,098 pairs across 59 cell lines. Task: Regression. Given two drug SMILES strings and cell line genomic features, predict the synergy score measuring deviation from expected non-interaction effect. (1) Drug 1: C1=CC(=CC=C1C#N)C(C2=CC=C(C=C2)C#N)N3C=NC=N3. Drug 2: CCCCCOC(=O)NC1=NC(=O)N(C=C1F)C2C(C(C(O2)C)O)O. Cell line: OVCAR3. Synergy scores: CSS=-6.86, Synergy_ZIP=9.36, Synergy_Bliss=1.12, Synergy_Loewe=-4.03, Synergy_HSA=-4.20. (2) Drug 1: C1=CC(=C2C(=C1NCCNCCO)C(=O)C3=C(C=CC(=C3C2=O)O)O)NCCNCCO. Drug 2: C1CNP(=O)(OC1)N(CCCl)CCCl. Cell line: TK-10. Synergy scores: CSS=41.3, Synergy_ZIP=6.08, Synergy_Bliss=5.16, Synergy_Loewe=-5.25, Synergy_HSA=6.39.